The task is: Predict the reaction yield, written as a fraction of the theoretical maximum amount of product (1.0 means a 100% yield; for example, 0.34 means a 34% yield).. This data is from Reaction yield outcomes from USPTO patents with 853,638 reactions. (1) The reactants are C[O:2][C:3](=[O:28])[CH2:4][O:5][CH2:6][CH2:7][CH2:8][CH2:9][N:10]1[C@@H:15](/[CH:16]=[CH:17]/[C:18](=[O:26])[CH2:19][C:20]2[CH:25]=[CH:24][CH:23]=[CH:22][CH:21]=2)[CH2:14][CH2:13][CH2:12][C:11]1=[O:27]. The catalyst is C(#N)C.P([O-])([O-])([O-])=O. The product is [O:27]=[C:11]1[CH2:12][CH2:13][CH2:14][C@H:15](/[CH:16]=[CH:17]/[C:18](=[O:26])[CH2:19][C:20]2[CH:25]=[CH:24][CH:23]=[CH:22][CH:21]=2)[N:10]1[CH2:9][CH2:8][CH2:7][CH2:6][O:5][CH2:4][C:3]([OH:28])=[O:2]. The yield is 0.800. (2) The reactants are [CH3:1][O:2][C:3](=[O:27])[C:4]1[CH:9]=[CH:8][C:7]([CH2:10][CH:11]([C:24](O)=[O:25])[C:12]2[CH:17]=[CH:16][C:15]([CH:18]3[CH2:23][CH2:22][CH2:21][CH2:20][CH2:19]3)=[CH:14][CH:13]=2)=[CH:6][CH:5]=1.S(Cl)([Cl:30])=O. The catalyst is C1(C)C=CC=CC=1. The product is [CH3:1][O:2][C:3](=[O:27])[C:4]1[CH:9]=[CH:8][C:7]([CH2:10][CH:11]([C:24]([Cl:30])=[O:25])[C:12]2[CH:17]=[CH:16][C:15]([CH:18]3[CH2:23][CH2:22][CH2:21][CH2:20][CH2:19]3)=[CH:14][CH:13]=2)=[CH:6][CH:5]=1. The yield is 0.980.